From a dataset of Reaction yield outcomes from USPTO patents with 853,638 reactions. Predict the reaction yield, written as a fraction of the theoretical maximum amount of product (1.0 means a 100% yield; for example, 0.34 means a 34% yield). The reactants are Cl.Cl.[NH2:3][CH2:4][CH2:5][S:6][S:7][CH2:8][CH2:9][NH2:10].C(N(CC)CC)C.[CH3:18][C:19]([O:22][C:23](O[C:23]([O:22][C:19]([CH3:21])([CH3:20])[CH3:18])=[O:24])=[O:24])([CH3:21])[CH3:20]. The catalyst is CO. The product is [NH2:3][CH2:4][CH2:5][S:6][S:7][CH2:8][CH2:9][NH:10][C:23](=[O:24])[O:22][C:19]([CH3:21])([CH3:20])[CH3:18]. The yield is 0.440.